From a dataset of Full USPTO retrosynthesis dataset with 1.9M reactions from patents (1976-2016). Predict the reactants needed to synthesize the given product. (1) Given the product [C:25]([C:20]1[CH:21]=[CH:22][CH:23]=[CH:24][C:19]=1[NH:18][C:17]([CH2:16][O:15][C:13]1[C:12]2[C:7](=[CH:8][C:9]([Cl:31])=[CH:10][C:11]=2[Cl:30])[CH:6]=[C:5]([C:3]([OH:4])=[O:2])[CH:14]=1)=[O:29])([OH:27])=[O:26], predict the reactants needed to synthesize it. The reactants are: C[O:2][C:3]([C:5]1[CH:14]=[C:13]([O:15][CH2:16][C:17](=[O:29])[NH:18][C:19]2[CH:24]=[CH:23][CH:22]=[CH:21][C:20]=2[C:25]([O:27]C)=[O:26])[C:12]2[C:7](=[CH:8][C:9]([Cl:31])=[CH:10][C:11]=2[Cl:30])[CH:6]=1)=[O:4].[Li+].[OH-].Cl. (2) Given the product [C:18]([CH2:17][N:14]1[CH2:13][CH2:12][N:11]([CH2:25][C:26]([OH:28])=[O:27])[CH2:10][CH2:9][N:8]([CH2:7][CH2:6][CH2:5][C:4]([OH:33])=[O:3])[CH2:16][CH2:15]1)([OH:20])=[O:19], predict the reactants needed to synthesize it. The reactants are: C([O:3][C:4](=[O:33])[CH2:5][CH2:6][CH2:7][N:8]1[CH2:16][CH2:15][N:14]([CH2:17][C:18]([O:20]C(C)(C)C)=[O:19])[CH2:13][CH2:12][N:11]([CH2:25][C:26]([O:28]C(C)(C)C)=[O:27])[CH2:10][CH2:9]1)C.[Li+].[OH-]. (3) Given the product [Cl:1][C:2]1[CH:3]=[N:4][N:5]([C:7]2[CH:12]=[CH:11][N:10]=[CH:9][C:8]=2[N:13]2[CH2:14][CH2:15][CH:16]([C:19]([N:23]([CH3:22])[CH:24]3[CH2:29][CH2:28][O:27][CH2:26][CH2:25]3)=[O:21])[CH2:17][CH2:18]2)[CH:6]=1, predict the reactants needed to synthesize it. The reactants are: [Cl:1][C:2]1[CH:3]=[N:4][N:5]([C:7]2[CH:12]=[CH:11][N:10]=[CH:9][C:8]=2[N:13]2[CH2:18][CH2:17][CH:16]([C:19]([OH:21])=O)[CH2:15][CH2:14]2)[CH:6]=1.[CH3:22][NH:23][CH:24]1[CH2:29][CH2:28][O:27][CH2:26][CH2:25]1.CN(C(ON1N=NC2C=CC=NC1=2)=[N+](C)C)C.F[P-](F)(F)(F)(F)F.C(N(CC)CC)C. (4) Given the product [ClH:30].[C:24]([C:21]1[CH:20]=[CH:19][C:18]([NH:17][CH:4]([C:5]2[CH:6]=[C:7]([O:15][CH3:16])[C:8]([O:13][CH3:14])=[C:9]([O:11][CH3:12])[CH:10]=2)[C:3]([OH:27])=[O:2])=[CH:23][CH:22]=1)(=[NH:25])[NH2:26], predict the reactants needed to synthesize it. The reactants are: C[O:2][C:3](=[O:27])[CH:4]([NH:17][C:18]1[CH:23]=[CH:22][C:21]([C:24](=[NH:26])[NH2:25])=[CH:20][CH:19]=1)[C:5]1[CH:10]=[C:9]([O:11][CH3:12])[C:8]([O:13][CH3:14])=[C:7]([O:15][CH3:16])[CH:6]=1.[OH-].[Na+].[ClH:30].C(OCC)C. (5) Given the product [NH2:30][CH:1]([C:4]1[C:5]([O:23][CH3:24])=[C:6]([CH:12]2[CH2:15][N:14]([C:16]([O:18][C:19]([CH3:22])([CH3:21])[CH3:20])=[O:17])[CH2:13]2)[C:7]([Cl:11])=[C:8]([Cl:10])[CH:9]=1)[CH3:2], predict the reactants needed to synthesize it. The reactants are: [C:1]([C:4]1[C:5]([O:23][CH3:24])=[C:6]([CH:12]2[CH2:15][N:14]([C:16]([O:18][C:19]([CH3:22])([CH3:21])[CH3:20])=[O:17])[CH2:13]2)[C:7]([Cl:11])=[C:8]([Cl:10])[CH:9]=1)(=O)[CH3:2].C(O)C.[BH4-].[Na+].[NH3:30]. (6) Given the product [Br:1][C:2]1[CH:7]=[CH:6][N:5]2[C:8]([C:11]([NH:13][C:14]3[CH:15]=[C:16]([C:17](=[O:18])[NH:32][CH2:31][CH2:30][N:26]4[CH2:27][CH2:28][CH2:29][C:25]4([CH3:33])[CH3:24])[CH:20]=[CH:21][C:22]=3[F:23])=[O:12])=[CH:9][N:10]=[C:4]2[CH:3]=1, predict the reactants needed to synthesize it. The reactants are: [Br:1][C:2]1[CH:7]=[CH:6][N:5]2[C:8]([C:11]([NH:13][C:14]3[CH:15]=[C:16]([CH:20]=[CH:21][C:22]=3[F:23])[C:17](O)=[O:18])=[O:12])=[CH:9][N:10]=[C:4]2[CH:3]=1.[CH3:24][C:25]1([CH3:33])[CH2:29][CH2:28][CH2:27][N:26]1[CH2:30][CH2:31][NH2:32].C(N(CC)CC)C.C(P1(=O)OP(CCC)(=O)OP(CCC)(=O)O1)CC.